From a dataset of NCI-60 drug combinations with 297,098 pairs across 59 cell lines. Regression. Given two drug SMILES strings and cell line genomic features, predict the synergy score measuring deviation from expected non-interaction effect. (1) Drug 1: C1CNP(=O)(OC1)N(CCCl)CCCl. Drug 2: C(CCl)NC(=O)N(CCCl)N=O. Cell line: DU-145. Synergy scores: CSS=0.140, Synergy_ZIP=-1.82, Synergy_Bliss=-2.00, Synergy_Loewe=-4.07, Synergy_HSA=-3.69. (2) Drug 1: C1CC(=O)NC(=O)C1N2CC3=C(C2=O)C=CC=C3N. Drug 2: CCC(=C(C1=CC=CC=C1)C2=CC=C(C=C2)OCCN(C)C)C3=CC=CC=C3.C(C(=O)O)C(CC(=O)O)(C(=O)O)O. Cell line: EKVX. Synergy scores: CSS=6.44, Synergy_ZIP=-2.05, Synergy_Bliss=-0.00789, Synergy_Loewe=2.78, Synergy_HSA=1.47. (3) Drug 1: CC1=C(N=C(N=C1N)C(CC(=O)N)NCC(C(=O)N)N)C(=O)NC(C(C2=CN=CN2)OC3C(C(C(C(O3)CO)O)O)OC4C(C(C(C(O4)CO)O)OC(=O)N)O)C(=O)NC(C)C(C(C)C(=O)NC(C(C)O)C(=O)NCCC5=NC(=CS5)C6=NC(=CS6)C(=O)NCCC[S+](C)C)O. Drug 2: C1CNP(=O)(OC1)N(CCCl)CCCl. Cell line: CAKI-1. Synergy scores: CSS=21.3, Synergy_ZIP=8.61, Synergy_Bliss=10.3, Synergy_Loewe=-14.9, Synergy_HSA=2.10.